From a dataset of Full USPTO retrosynthesis dataset with 1.9M reactions from patents (1976-2016). Predict the reactants needed to synthesize the given product. (1) Given the product [CH3:22][O:23][C:24]([CH:25]1[CH2:27][S:28][C:12]([C:13]2[CH:18]=[CH:17][CH:16]=[C:15]([Cl:19])[CH:14]=2)=[N:20]1)=[O:29], predict the reactants needed to synthesize it. The reactants are: C(N(CC)CC)C.Cl.C(O[C:12](=[NH:20])[C:13]1[CH:18]=[CH:17][CH:16]=[C:15]([Cl:19])[CH:14]=1)C.Cl.[CH3:22][O:23][C:24](=[O:29])[C@H:25]([CH2:27][SH:28])N.O. (2) Given the product [C:1](/[N:3]=[C:4](\[O:14][C:15]1[CH:20]=[CH:19][CH:18]=[CH:17][CH:16]=1)/[N:5]([C:6]1[CH:11]=[CH:10][C:9]([F:12])=[C:8]([F:13])[CH:7]=1)[CH2:22][CH2:23][CH2:24][O:25][CH:26]1[CH2:31][CH2:30][CH2:29][CH2:28][O:27]1)#[N:2], predict the reactants needed to synthesize it. The reactants are: [C:1](/[N:3]=[C:4](\[O:14][C:15]1[CH:20]=[CH:19][CH:18]=[CH:17][CH:16]=1)/[NH:5][C:6]1[CH:11]=[CH:10][C:9]([F:12])=[C:8]([F:13])[CH:7]=1)#[N:2].Br[CH2:22][CH2:23][CH2:24][O:25][CH:26]1[CH2:31][CH2:30][CH2:29][CH2:28][O:27]1.C(=O)([O-])[O-].[K+].[K+].O. (3) Given the product [ClH:25].[N:1]1[CH:6]=[CH:5][C:4]([CH:7]2[CH2:12][CH2:11][N:10]([C:13]([N:15]3[C:24]4[C:19](=[CH:20][CH:21]=[CH:22][CH:23]=4)[CH2:18][CH2:17][CH2:16]3)=[O:14])[CH2:9][CH2:8]2)=[CH:3][CH:2]=1, predict the reactants needed to synthesize it. The reactants are: [N:1]1[CH:6]=[CH:5][C:4]([CH:7]2[CH2:12][CH2:11][N:10]([C:13]([N:15]3[C:24]4[C:19](=[CH:20][CH:21]=[CH:22][CH:23]=4)[CH2:18][CH2:17][CH2:16]3)=[O:14])[CH2:9][CH2:8]2)=[CH:3][CH:2]=1.[ClH:25]. (4) Given the product [Br:13][C:14]1[C:19]([O:20][CH2:24][CH2:23][CH:22]=[CH2:21])=[CH:18][CH:17]=[CH:16][N:15]=1, predict the reactants needed to synthesize it. The reactants are: N(C(OCC)=O)=NC(OCC)=O.[Br:13][C:14]1[C:19]([OH:20])=[CH:18][CH:17]=[CH:16][N:15]=1.[CH2:21](O)[CH2:22][CH:23]=[CH2:24].C1C=CC(P(C2C=CC=CC=2)C2C=CC=CC=2)=CC=1. (5) Given the product [Br:10][C:7]1[C:4]([C:5]#[N:6])=[CH:3][C:2]2[N:9]([CH:17]=[CH:18][N:1]=2)[CH:8]=1, predict the reactants needed to synthesize it. The reactants are: [NH2:1][C:2]1[CH:3]=[C:4]([C:7]([Br:10])=[CH:8][N:9]=1)[C:5]#[N:6].C([O-])(O)=O.[Na+].Cl[CH2:17][CH:18]=O. (6) Given the product [CH3:35][C:31]1([CH3:36])[CH2:30][CH2:29][C:28]([CH3:37])([CH3:38])[C:27]2[CH:26]=[C:25]([C:21]3[N:20]=[C:19]([N:16]4[CH2:15][CH2:14][CH:13]([NH:12][C@H:11]5[CH2:10][CH2:9][CH2:8][C@H:6]([OH:7])[C@@H:5]5[OH:4])[CH2:18][CH2:17]4)[CH:24]=[CH:23][CH:22]=3)[CH:34]=[CH:33][C:32]1=2, predict the reactants needed to synthesize it. The reactants are: Cl.CC1(C)[O:7][C@H:6]2[CH2:8][CH2:9][CH2:10][C@H:11]([NH:12][CH:13]3[CH2:18][CH2:17][N:16]([C:19]4[CH:24]=[CH:23][CH:22]=[C:21]([C:25]5[CH:34]=[CH:33][C:32]6[C:31]([CH3:36])([CH3:35])[CH2:30][CH2:29][C:28]([CH3:38])([CH3:37])[C:27]=6[CH:26]=5)[N:20]=4)[CH2:15][CH2:14]3)[C@H:5]2[O:4]1.